This data is from Reaction yield outcomes from USPTO patents with 853,638 reactions. The task is: Predict the reaction yield, written as a fraction of the theoretical maximum amount of product (1.0 means a 100% yield; for example, 0.34 means a 34% yield). (1) The yield is 0.780. The product is [CH2:20]([O:15][C:14]([C@@:9]1([NH:8][C:1]([O:3][C:4]([CH3:7])([CH3:6])[CH3:5])=[O:2])[CH2:11][C@H:10]1[CH:12]1[CH2:26][CH2:13]1)=[O:16])[CH3:21]. The reactants are [C:1]([NH:8][C@:9]1([C:14]([OH:16])=[O:15])[CH2:11][C@H:10]1[CH:12]=[CH2:13])([O:3][C:4]([CH3:7])([CH3:6])[CH3:5])=[O:2].[N+](=C)=[N-].[CH3:20][CH2:21]OC(C)=O.[CH3:26]CCCCC. The catalyst is CCOCC.C([O-])(=O)C.[Pd+2].C([O-])(=O)C. (2) The reactants are C(OC([N:8]1[C:16]2[C:11](=[CH:12][C:13]([CH2:17][CH:18]([C:39]([O:41]C)=[O:40])[NH:19][C:20]([N:22]3[CH2:27][CH2:26][CH:25]([N:28]4[CH2:37][C:36]5[C:31](=[CH:32][CH:33]=[CH:34][CH:35]=5)[NH:30][C:29]4=[O:38])[CH2:24][CH2:23]3)=[O:21])=[CH:14][CH:15]=2)[CH:10]=[N:9]1)=O)(C)(C)C.O.[OH-].[Li+]. The catalyst is O1CCCC1.CO.O. The product is [NH:8]1[C:16]2[C:11](=[CH:12][C:13]([CH2:17][CH:18]([NH:19][C:20]([N:22]3[CH2:27][CH2:26][CH:25]([N:28]4[CH2:37][C:36]5[C:31](=[CH:32][CH:33]=[CH:34][CH:35]=5)[NH:30][C:29]4=[O:38])[CH2:24][CH2:23]3)=[O:21])[C:39]([OH:41])=[O:40])=[CH:14][CH:15]=2)[CH:10]=[N:9]1. The yield is 0.800. (3) The reactants are Cl[C:2]1[N:7]=[C:6]([O:8][CH3:9])[C:5]([N+:10]([O-:12])=[O:11])=[C:4]([O:13][CH3:14])[N:3]=1.[Cl-].[F:16][C:17]1[CH:24]=[CH:23][C:20]([CH2:21][Zn+])=[CH:19][CH:18]=1. The catalyst is C1COCC1.C1C=CC([P]([Pd]([P](C2C=CC=CC=2)(C2C=CC=CC=2)C2C=CC=CC=2)([P](C2C=CC=CC=2)(C2C=CC=CC=2)C2C=CC=CC=2)[P](C2C=CC=CC=2)(C2C=CC=CC=2)C2C=CC=CC=2)(C2C=CC=CC=2)C2C=CC=CC=2)=CC=1. The product is [F:16][C:17]1[CH:24]=[CH:23][C:20]([CH2:21][C:2]2[N:7]=[C:6]([O:8][CH3:9])[C:5]([N+:10]([O-:12])=[O:11])=[C:4]([O:13][CH3:14])[N:3]=2)=[CH:19][CH:18]=1. The yield is 0.630. (4) The reactants are [Br:1][C:2]1[CH:3]=[C:4]2[C:9](=[CH:10][CH:11]=1)[N:8]1[CH:12]=[CH:13][CH:14]=[C:7]1[CH:6]([CH3:15])[N:5]2[C:16](=[O:25])[C:17]1[CH:22]=[CH:21][CH:20]=[C:19]([O:23]C)[CH:18]=1.B(Cl)(Cl)Cl.O. The catalyst is [I-].C([N+](CCCC)(CCCC)CCCC)CCC.C(Cl)Cl.C(=O)(O)[O-].[Na+]. The product is [Br:1][C:2]1[CH:3]=[C:4]2[C:9](=[CH:10][CH:11]=1)[N:8]1[CH:12]=[CH:13][CH:14]=[C:7]1[CH:6]([CH3:15])[N:5]2[C:16]([C:17]1[CH:18]=[C:19]([OH:23])[CH:20]=[CH:21][CH:22]=1)=[O:25]. The yield is 0.850. (5) The reactants are [Cl:1][C:2]1[CH:3]=[CH:4][C:5]2[O:9][C:8]([CH:10]([NH:15][C:16]3[CH:21]=[CH:20][C:19]([C:22]([NH:24][CH2:25][CH2:26][C:27]([O:29]CC)=[O:28])=[O:23])=[CH:18][CH:17]=3)[CH2:11][CH:12]([CH3:14])[CH3:13])=[C:7]([CH3:32])[C:6]=2[CH:33]=1.O1CCCC1.[OH-].[Na+]. The catalyst is C(O)C. The product is [Cl:1][C:2]1[CH:3]=[CH:4][C:5]2[O:9][C:8]([CH:10]([NH:15][C:16]3[CH:21]=[CH:20][C:19]([C:22]([NH:24][CH2:25][CH2:26][C:27]([OH:29])=[O:28])=[O:23])=[CH:18][CH:17]=3)[CH2:11][CH:12]([CH3:14])[CH3:13])=[C:7]([CH3:32])[C:6]=2[CH:33]=1. The yield is 0.920. (6) The reactants are [C:1]([O:5][C@@H:6]([C:11]1[C:40]([CH3:41])=[CH:39][C:38]2=[N:42][C:35]3=[CH:36][N:37]2[C:12]=1[N:13]1[CH2:48][CH2:47][C:16]([CH3:49])([O:17][CH2:18][CH2:19][CH2:20][CH2:21][C@H:22]([CH3:46])[O:23][C:24]2[CH:25]=[C:26]([CH3:45])[C:27]([F:44])=[CH:28][C:29]=2[C:30]2[CH:43]=[C:34]3[CH:33]=[CH:32][CH:31]=2)[CH2:15][CH2:14]1)[C:7]([O:9]C)=[O:8])([CH3:4])([CH3:3])[CH3:2].C(O[C@@H](C1C(C)=CC2=NC3=CN2C=1N1CCC(C)(OCC=CC[C@H](C)OC2C=C(F)C=CC=2C2C=C3C=CC=2)CC1)C(O)=O)(C)(C)C. No catalyst specified. The product is [C:1]([O:5][C@@H:6]([C:11]1[C:40]([CH3:41])=[CH:39][C:38]2=[N:42][C:35]3=[CH:36][N:37]2[C:12]=1[N:13]1[CH2:14][CH2:15][C:16]([CH3:49])([O:17][CH2:18][CH2:19][CH2:20][CH2:21][C@H:22]([CH3:46])[O:23][C:24]2[CH:25]=[C:26]([CH3:45])[C:27]([F:44])=[CH:28][C:29]=2[C:30]2[CH:43]=[C:34]3[CH:33]=[CH:32][CH:31]=2)[CH2:47][CH2:48]1)[C:7]([OH:9])=[O:8])([CH3:4])([CH3:2])[CH3:3]. The yield is 1.00. (7) The reactants are [OH:1][CH:2]1[C@@H:7]2[CH2:8][C@@H:4]([CH2:5][N:6]2[C:9]2[CH:16]=[CH:15][C:12]([C:13]#[N:14])=[CH:11][CH:10]=2)[CH2:3]1.CCN(CC)CC.S(=O)(=O)=O.N1C=CC=CC=1.CS(C)=O. The catalyst is C(Cl)Cl. The product is [O:1]=[C:2]1[C@H:7]2[CH2:8][C@H:4]([CH2:5][N:6]2[C:9]2[CH:16]=[CH:15][C:12]([C:13]#[N:14])=[CH:11][CH:10]=2)[CH2:3]1. The yield is 0.860.